The task is: Predict which catalyst facilitates the given reaction.. This data is from Catalyst prediction with 721,799 reactions and 888 catalyst types from USPTO. Reactant: [NH2:1][N:2]1[C:7](=[O:8])[C:6]([C:9]2[NH:14][C:13]3[CH:15]=[CH:16][CH:17]=[CH:18][C:12]=3[S:11](=[O:20])(=[O:19])[N:10]=2)=[C:5]([OH:21])[C:4]2[S:22][CH:23]=[CH:24][C:3]1=2.[CH3:25][C:26](=O)[CH2:27][CH2:28][CH3:29]. Product: [O:19]=[S:11]1(=[O:20])[C:12]2[CH:18]=[CH:17][CH:16]=[CH:15][C:13]=2[NH:14][C:9]([C:6]2[C:7](=[O:8])[N:2]([N:1]=[C:26]([CH3:25])[CH2:27][CH2:28][CH3:29])[C:3]3[CH:24]=[CH:23][S:22][C:4]=3[C:5]=2[OH:21])=[N:10]1. The catalyst class is: 80.